The task is: Predict which catalyst facilitates the given reaction.. This data is from Catalyst prediction with 721,799 reactions and 888 catalyst types from USPTO. Reactant: [F:1][C:2]([F:20])([C:14]1[CH:19]=[CH:18][CH:17]=[CH:16][CH:15]=1)[CH2:3][O:4][C:5]1[CH:6]=[C:7]([CH2:11][C:12]#[N:13])[CH:8]=[CH:9][CH:10]=1.Cl. Product: [F:1][C:2]([F:20])([C:14]1[CH:19]=[CH:18][CH:17]=[CH:16][CH:15]=1)[CH2:3][O:4][C:5]1[CH:6]=[C:7]([CH2:11][CH2:12][NH2:13])[CH:8]=[CH:9][CH:10]=1. The catalyst class is: 603.